This data is from Reaction yield outcomes from USPTO patents with 853,638 reactions. The task is: Predict the reaction yield, written as a fraction of the theoretical maximum amount of product (1.0 means a 100% yield; for example, 0.34 means a 34% yield). (1) The reactants are [NH2:1][C:2]1[N:7]=[C:6](O)[C:5]([CH2:9][CH2:10][C:11]2[CH:16]=[CH:15][CH:14]=[CH:13][CH:12]=2)=[CH:4][N:3]=1.P(Cl)(Cl)([Cl:19])=O.N. No catalyst specified. The product is [Cl:19][C:6]1[C:5]([CH2:9][CH2:10][C:11]2[CH:16]=[CH:15][CH:14]=[CH:13][CH:12]=2)=[CH:4][N:3]=[C:2]([NH2:1])[N:7]=1. The yield is 0.407. (2) The reactants are [CH3:1][NH:2][C:3]1[CH:4]=[N:5][C:6]([N:16]2[CH2:21][CH2:20][N:19]([S:22]([CH3:25])(=[O:24])=[O:23])[CH2:18][CH2:17]2)=[CH:7][C:8]=1[C:9]1[CH:14]=[CH:13][CH:12]=[CH:11][C:10]=1[CH3:15].CCN(C(C)C)C(C)C.[F:35][C:36]([F:51])([F:50])[C:37]1[CH:38]=[C:39]([CH:43]=[C:44]([C:46]([F:49])([F:48])[F:47])[CH:45]=1)[C:40](Cl)=[O:41]. The catalyst is C(Cl)Cl. The product is [CH3:25][S:22]([N:19]1[CH2:18][CH2:17][N:16]([C:6]2[N:5]=[CH:4][C:3]([N:2]([CH3:1])[C:40](=[O:41])[C:39]3[CH:38]=[C:37]([C:36]([F:51])([F:50])[F:35])[CH:45]=[C:44]([C:46]([F:49])([F:48])[F:47])[CH:43]=3)=[C:8]([C:9]3[CH:14]=[CH:13][CH:12]=[CH:11][C:10]=3[CH3:15])[CH:7]=2)[CH2:21][CH2:20]1)(=[O:24])=[O:23]. The yield is 0.800. (3) The reactants are [F:1][C:2]1[CH:3]=[C:4]([NH2:24])[CH:5]=[CH:6][C:7]=1[O:8][C:9]1[CH:14]=[CH:13][N:12]=[C:11]2[CH:15]=[C:16]([C:18]3[N:19]=[CH:20][N:21]([CH3:23])[CH:22]=3)[S:17][C:10]=12.[CH2:25]([O:27][CH:28](O)[C:29]([F:32])([F:31])[F:30])[CH3:26].O.C1(C)C=CC(S(O)(=O)=O)=CC=1. The catalyst is C(O)C. The product is [CH2:25]([O:27][CH:28]([NH:24][C:4]1[CH:5]=[CH:6][C:7]([O:8][C:9]2[CH:14]=[CH:13][N:12]=[C:11]3[CH:15]=[C:16]([C:18]4[N:19]=[CH:20][N:21]([CH3:23])[CH:22]=4)[S:17][C:10]=23)=[C:2]([F:1])[CH:3]=1)[C:29]([F:32])([F:31])[F:30])[CH3:26]. The yield is 0.680. (4) The reactants are [CH:1]1([N:6]2[C:10]3[N:11]=[C:12]([NH:15][C:16]4[CH:24]=[CH:23][C:19]([C:20](O)=[O:21])=[CH:18][N:17]=4)[N:13]=[CH:14][C:9]=3[CH:8]=[C:7]2[C:25](=[O:29])[N:26]([CH3:28])[CH3:27])[CH2:5][CH2:4][CH2:3][CH2:2]1.[CH3:30][N:31]([CH3:38])[CH:32]1[CH2:37][CH2:36][NH:35][CH2:34][CH2:33]1.CN(C(ON1N=NC2C=CC=CC1=2)=[N+](C)C)C.F[P-](F)(F)(F)(F)F.CCN(C(C)C)C(C)C. The catalyst is CN(C=O)C. The product is [CH3:27][N:26]([CH3:28])[C:25]([C:7]1[N:6]([CH:1]2[CH2:2][CH2:3][CH2:4][CH2:5]2)[C:10]2[N:11]=[C:12]([NH:15][C:16]3[CH:24]=[CH:23][C:19]([C:20]([N:35]4[CH2:36][CH2:37][CH:32]([N:31]([CH3:38])[CH3:30])[CH2:33][CH2:34]4)=[O:21])=[CH:18][N:17]=3)[N:13]=[CH:14][C:9]=2[CH:8]=1)=[O:29]. The yield is 0.460. (5) The reactants are Br[CH2:2][C:3]([C:5]1[CH:12]=[CH:11][C:8]([C:9]#[N:10])=[CH:7][CH:6]=1)=O.[OH:13][CH2:14][C:15]([NH:18][C:19]([NH2:21])=[S:20])([CH3:17])[CH3:16]. The catalyst is C(O)C. The product is [OH:13][CH2:14][C:15]([NH:18][C:19]1[S:20][CH:2]=[C:3]([C:5]2[CH:12]=[CH:11][C:8]([C:9]#[N:10])=[CH:7][CH:6]=2)[N:21]=1)([CH3:17])[CH3:16]. The yield is 1.00. (6) The reactants are [OH-].[Na+].[C:3]([O:7][C:8](=[O:26])[N:9]([CH:23]1[CH2:25][CH2:24]1)[CH2:10][C:11]1[CH:16]=[CH:15][C:14]([C:17]#[C:18][Si](C)(C)C)=[CH:13][CH:12]=1)([CH3:6])([CH3:5])[CH3:4]. The catalyst is CO. The product is [C:3]([O:7][C:8](=[O:26])[N:9]([CH:23]1[CH2:25][CH2:24]1)[CH2:10][C:11]1[CH:12]=[CH:13][C:14]([C:17]#[CH:18])=[CH:15][CH:16]=1)([CH3:6])([CH3:4])[CH3:5]. The yield is 0.470. (7) The reactants are [NH2:1][C:2]1[N:3]=[CH:4][S:5][C:6]=1[C:7]([NH:9][C:10]1[CH:20]=[CH:19][C:13]2[O:14][C:15]([F:18])([F:17])[O:16][C:12]=2[CH:11]=1)=[O:8].CS(O[CH2:26][C:27]1[CH:32]=[CH:31][N:30]=[C:29]([C:33]([NH:35][CH3:36])=[O:34])[CH:28]=1)(=O)=O.[I-].[Na+].FC(F)(F)C(O)=O.C([O-])(O)=O.[Na+]. The catalyst is CN(C)C=O.CO.O.C(#N)C. The product is [F:17][C:15]1([F:18])[O:14][C:13]2[CH:19]=[CH:20][C:10]([NH:9][C:7]([C:6]3[S:5][CH:4]=[N:3][C:2]=3[NH:1][CH2:26][C:27]3[CH:32]=[CH:31][N:30]=[C:29]([C:33]([NH:35][CH3:36])=[O:34])[CH:28]=3)=[O:8])=[CH:11][C:12]=2[O:16]1. The yield is 0.110. (8) The reactants are [CH:1]1([NH:4][C:5](=[O:26])[C:6]2[CH:11]=[CH:10][C:9]([C:12]3[N:16]4[CH:17]=[CH:18][N:19]=[C:20]([NH:21][CH2:22][CH:23]([CH3:25])[CH3:24])[C:15]4=[N:14][CH:13]=3)=[CH:8][CH:7]=2)[CH2:3][CH2:2]1.C1C(=O)N([Br:34])C(=O)C1. The yield is 0.500. The catalyst is C1COCC1. The product is [Br:34][C:17]1[N:16]2[C:12]([C:9]3[CH:10]=[CH:11][C:6]([C:5]([NH:4][CH:1]4[CH2:2][CH2:3]4)=[O:26])=[CH:7][CH:8]=3)=[CH:13][N:14]=[C:15]2[C:20]([NH:21][CH2:22][CH:23]([CH3:24])[CH3:25])=[N:19][CH:18]=1.